From a dataset of Forward reaction prediction with 1.9M reactions from USPTO patents (1976-2016). Predict the product of the given reaction. (1) Given the reactants [OH-].[Na+].[CH2:3]([N:5]1[C:9]2=[N:10][CH:11]=[C:12]([C:22]([O:24]CC)=[O:23])[C:13]([N:14]([CH3:21])[CH:15]3[CH2:20][CH2:19][O:18][CH2:17][CH2:16]3)=[C:8]2[CH:7]=[N:6]1)[CH3:4], predict the reaction product. The product is: [CH2:3]([N:5]1[C:9]2=[N:10][CH:11]=[C:12]([C:22]([OH:24])=[O:23])[C:13]([N:14]([CH3:21])[CH:15]3[CH2:20][CH2:19][O:18][CH2:17][CH2:16]3)=[C:8]2[CH:7]=[N:6]1)[CH3:4]. (2) Given the reactants [CH2:1]([NH:8][C:9]1[C:10]2[CH:18]=[C:17]([C:19]([O:21]CC)=[O:20])[C:16](=[O:24])[N:15]([O:25][CH2:26][C:27]3[CH:32]=[CH:31][CH:30]=[CH:29][CH:28]=3)[C:11]=2[N:12]=[CH:13][N:14]=1)[C:2]1[CH:7]=[CH:6][CH:5]=[CH:4][CH:3]=1.Cl, predict the reaction product. The product is: [CH2:1]([NH:8][C:9]1[C:10]2[CH:18]=[C:17]([C:19]([OH:21])=[O:20])[C:16](=[O:24])[N:15]([O:25][CH2:26][C:27]3[CH:28]=[CH:29][CH:30]=[CH:31][CH:32]=3)[C:11]=2[N:12]=[CH:13][N:14]=1)[C:2]1[CH:3]=[CH:4][CH:5]=[CH:6][CH:7]=1. (3) Given the reactants Cl[C:2]1[N:7]=[C:6]([CH2:8][O:9][C:10]2[CH:11]=[C:12]([C@H:16]([CH:23]3[CH2:25][CH2:24]3)[CH2:17][C:18]([O:20]CC)=[O:19])[CH:13]=[CH:14][CH:15]=2)[CH:5]=[N:4][C:3]=1[C:26]1[CH:31]=[C:30]([O:32][CH3:33])[CH:29]=[CH:28][C:27]=1[F:34].[CH3:35][C:36]1([CH3:45])[CH2:41][CH:40]([OH:42])[CH2:39][C:38]([CH3:44])([CH3:43])[O:37]1, predict the reaction product. The product is: [CH:23]1([C@@H:16]([C:12]2[CH:13]=[CH:14][CH:15]=[C:10]([O:9][CH2:8][C:6]3[CH:5]=[N:4][C:3]([C:26]4[CH:31]=[C:30]([O:32][CH3:33])[CH:29]=[CH:28][C:27]=4[F:34])=[C:2]([O:42][CH:40]4[CH2:41][C:36]([CH3:45])([CH3:35])[O:37][C:38]([CH3:44])([CH3:43])[CH2:39]4)[N:7]=3)[CH:11]=2)[CH2:17][C:18]([OH:20])=[O:19])[CH2:24][CH2:25]1. (4) Given the reactants [C:1]([O:5][C:6](=[O:26])[NH:7][C:8]1[CH:13]=[CH:12][C:11]([C:14]#[C:15][C:16]2[CH:21]=[CH:20][C:19]([F:22])=[CH:18][CH:17]=2)=[CH:10][C:9]=1[N+:23]([O-])=O)([CH3:4])([CH3:3])[CH3:2].O.O.Cl[Sn]Cl, predict the reaction product. The product is: [C:1]([O:5][C:6](=[O:26])[NH:7][C:8]1[CH:13]=[CH:12][C:11]([C:14]#[C:15][C:16]2[CH:17]=[CH:18][C:19]([F:22])=[CH:20][CH:21]=2)=[CH:10][C:9]=1[NH2:23])([CH3:4])([CH3:2])[CH3:3]. (5) Given the reactants Br[C:2]1[CH:11]=[CH:10][C:9]([Cl:12])=[CH:8][C:3]=1[C:4]([O:6][CH3:7])=[O:5].[CH2:13](B(O)O)[CH3:14].C1(P(C2CCCCC2)C2CCCCC2)CCCCC1.C1(C)C=CC=CC=1, predict the reaction product. The product is: [Cl:12][C:9]1[CH:10]=[CH:11][C:2]([CH2:13][CH3:14])=[C:3]([CH:8]=1)[C:4]([O:6][CH3:7])=[O:5].